Dataset: Retrosynthesis with 50K atom-mapped reactions and 10 reaction types from USPTO. Task: Predict the reactants needed to synthesize the given product. (1) Given the product O=C(O)c1cn(C2CC2)c2c(F)c(N3CCOC(CN4CCCC4)C3)c(F)cc2c1=O, predict the reactants needed to synthesize it. The reactants are: C1CCN(CC2CNCCO2)C1.O=C(O)c1cn(C2CC2)c2c(F)c(F)c(F)cc2c1=O. (2) Given the product CC(C)C(=O)Nc1cccc(C2CCN(CCCc3c(-c4ccccc4I)[nH]c4ccccc34)CC2)c1, predict the reactants needed to synthesize it. The reactants are: CC(C)C(=O)Nc1cccc(C2CCN(CCCCC(=O)c3ccccc3I)CC2)c1.NNc1ccccc1. (3) The reactants are: CCI.COc1cc2c(cc1O)C(Cc1ccc(OC)c(OC)c1)N(CC(=O)NC1CCc3ccccc31)CC2. Given the product CCOc1cc2c(cc1OC)CCN(CC(=O)NC1CCc3ccccc31)C2Cc1ccc(OC)c(OC)c1, predict the reactants needed to synthesize it. (4) Given the product CCNS(=O)(=O)c1cnn2c(Nc3ccc(F)cc3C)c(C(=O)OCC)cnc12, predict the reactants needed to synthesize it. The reactants are: CCN.CCOC(=O)c1cnc2c(S(=O)(=O)O)cnn2c1Nc1ccc(F)cc1C.